Task: Predict the reaction yield, written as a fraction of the theoretical maximum amount of product (1.0 means a 100% yield; for example, 0.34 means a 34% yield).. Dataset: Reaction yield outcomes from USPTO patents with 853,638 reactions (1) The reactants are [CH2:1]([S:8][C:9]([CH3:41])([CH:39]=O)[CH2:10][NH:11][C:12]([C:14]1[NH:15][C:16]2[C:21]([CH:22]=1)=[CH:20][C:19]([O:23][CH2:24][CH2:25][O:26][CH3:27])=[CH:18][C:17]=2[N:28]([CH3:38])[S:29]([C:32]1[CH:37]=[CH:36][CH:35]=[CH:34][N:33]=1)(=[O:31])=[O:30])=[O:13])[C:2]1[CH:7]=[CH:6][CH:5]=[CH:4][CH:3]=1.[NH:42]1[CH2:47][CH2:46][S:45][CH2:44][CH2:43]1.C(O[BH-](OC(=O)C)OC(=O)C)(=O)C.[Na+].C(=O)(O)[O-].[Na+]. The catalyst is ClCCCl. The product is [CH2:1]([S:8][C:9]([CH3:41])([CH2:39][N:42]1[CH2:47][CH2:46][S:45][CH2:44][CH2:43]1)[CH2:10][NH:11][C:12]([C:14]1[NH:15][C:16]2[C:21]([CH:22]=1)=[CH:20][C:19]([O:23][CH2:24][CH2:25][O:26][CH3:27])=[CH:18][C:17]=2[N:28]([CH3:38])[S:29]([C:32]1[CH:37]=[CH:36][CH:35]=[CH:34][N:33]=1)(=[O:30])=[O:31])=[O:13])[C:2]1[CH:3]=[CH:4][CH:5]=[CH:6][CH:7]=1. The yield is 0.560. (2) The reactants are Br[C:2]1[CH:29]=[CH:28][C:5]2[N:6]([CH2:23][CH2:24][CH:25]([CH3:27])[CH3:26])[C:7]([CH2:9][N:10]3[C:14]4[CH:15]=[CH:16][CH:17]=[CH:18][C:13]=4[N:12]([CH:19]([CH3:21])[CH3:20])[C:11]3=[O:22])=[N:8][C:4]=2[CH:3]=1.[CH2:30](C([Sn])=C(CCCC)CCCC)[CH2:31]CC. The catalyst is C1(C)C=CC=CC=1.CCOC(C)=O.C1C=CC([P]([Pd]([P](C2C=CC=CC=2)(C2C=CC=CC=2)C2C=CC=CC=2)([P](C2C=CC=CC=2)(C2C=CC=CC=2)C2C=CC=CC=2)[P](C2C=CC=CC=2)(C2C=CC=CC=2)C2C=CC=CC=2)(C2C=CC=CC=2)C2C=CC=CC=2)=CC=1. The product is [CH:19]([N:12]1[C:13]2[CH:18]=[CH:17][CH:16]=[CH:15][C:14]=2[N:10]([CH2:9][C:7]2[N:6]([CH2:23][CH2:24][CH:25]([CH3:27])[CH3:26])[C:5]3[CH:28]=[CH:29][C:2]([CH:30]=[CH2:31])=[CH:3][C:4]=3[N:8]=2)[C:11]1=[O:22])([CH3:21])[CH3:20]. The yield is 0.320. (3) The reactants are Cl[C:2]1[CH:3]=[N:4][CH:5]=[CH:6][C:7]=1[C:8]([NH:10][C:11]1[CH:16]=[CH:15][C:14]([Cl:17])=[CH:13][CH:12]=1)=[O:9].[N:18]1[CH:23]=[CH:22][C:21]([N:24]2[CH2:29][CH2:28][CH:27]([CH2:30][NH2:31])[CH2:26][CH2:25]2)=[CH:20][CH:19]=1.S. The catalyst is CN(C)C=O.CO.[Cu]Br. The product is [Cl:17][C:14]1[CH:15]=[CH:16][C:11]([NH:10][C:8]([C:7]2[CH:6]=[CH:5][N:4]=[CH:3][C:2]=2[NH:31][CH2:30][CH:27]2[CH2:26][CH2:25][N:24]([C:21]3[CH:22]=[CH:23][N:18]=[CH:19][CH:20]=3)[CH2:29][CH2:28]2)=[O:9])=[CH:12][CH:13]=1. The yield is 0.130. (4) The product is [N:1]1([C:7]2[N:23]=[C:10]3[CH:11]=[CH:12][C:13]([NH2:15])=[CH:14][N:9]3[N:8]=2)[CH2:6][CH2:5][O:4][CH2:3][CH2:2]1. The yield is 0.910. No catalyst specified. The reactants are [N:1]1([C:7]2[N:23]=[C:10]3[CH:11]=[CH:12][C:13]([NH:15]C(=O)OC(C)(C)C)=[CH:14][N:9]3[N:8]=2)[CH2:6][CH2:5][O:4][CH2:3][CH2:2]1.Cl.